Dataset: Full USPTO retrosynthesis dataset with 1.9M reactions from patents (1976-2016). Task: Predict the reactants needed to synthesize the given product. (1) Given the product [Cl:1][C:2]1[CH:7]=[CH:6][C:5]([C:8](=[O:11])[CH:9]=[CH2:10])=[CH:4][CH:3]=1, predict the reactants needed to synthesize it. The reactants are: [Cl:1][C:2]1[CH:7]=[CH:6][CH:5]=[CH:4][CH:3]=1.[C:8](Cl)(=[O:11])[CH:9]=[CH2:10].[Cl-].[Al+3].[Cl-].[Cl-]. (2) Given the product [C:1]([N:4]1[CH2:9][CH2:8][N:7]([CH2:10][C:11]([NH:13][C:14]2[CH:19]=[CH:18][C:17]([C:25]3[CH:24]=[C:23]([F:22])[CH:28]=[C:27]([F:29])[CH:26]=3)=[CH:16][N:15]=2)=[O:12])[C@@H:6]([CH3:21])[CH2:5]1)(=[O:3])[CH3:2], predict the reactants needed to synthesize it. The reactants are: [C:1]([N:4]1[CH2:9][CH2:8][N:7]([CH2:10][C:11]([NH:13][C:14]2[CH:19]=[CH:18][C:17](Br)=[CH:16][N:15]=2)=[O:12])[C@@H:6]([CH3:21])[CH2:5]1)(=[O:3])[CH3:2].[F:22][C:23]1[CH:24]=[C:25](B(O)O)[CH:26]=[C:27]([F:29])[CH:28]=1. (3) The reactants are: [Br:1][C:2]1[CH:7]=[CH:6][C:5]([C@H:8]2[CH2:10][C@@H:9]2[C:11]([N:13]([CH2:16][CH3:17])[CH2:14][CH3:15])=O)=[CH:4][CH:3]=1.C1COCC1. Given the product [Br:1][C:2]1[CH:3]=[CH:4][C:5]([C@H:8]2[CH2:10][C@@H:9]2[CH2:11][N:13]([CH2:16][CH3:17])[CH2:14][CH3:15])=[CH:6][CH:7]=1, predict the reactants needed to synthesize it. (4) Given the product [F:9][C:8]([F:11])([F:10])[C:3]1[CH:4]=[CH:5][CH:6]=[CH:7][C:2]=1[C:20]1([OH:25])[CH2:24][CH2:23][CH2:22][CH2:21]1, predict the reactants needed to synthesize it. The reactants are: Br[C:2]1[CH:7]=[CH:6][CH:5]=[CH:4][C:3]=1[C:8]([F:11])([F:10])[F:9].C(=O)=O.[Li]CCCC.[C:20]1(=[O:25])[CH2:24][CH2:23][CH2:22][CH2:21]1. (5) Given the product [C:2]([C:6]1[CH:7]=[C:8]([C@@H:12]([NH:14][C:30]([C:26]2[CH:25]=[C:24]3[C:29](=[CH:28][CH:27]=2)[N:21]([CH2:20][C:19]2[CH:35]=[CH:36][C:16]([Cl:15])=[C:17]([CH:18]=2)[O:37][C@@H:38]([CH3:43])[C:39]([O:41][CH3:42])=[O:40])[C:22]([CH3:34])=[C:23]3[CH3:33])=[O:31])[CH3:13])[CH:9]=[CH:10][CH:11]=1)([CH3:5])([CH3:3])[CH3:4], predict the reactants needed to synthesize it. The reactants are: Cl.[C:2]([C:6]1[CH:7]=[C:8]([C@@H:12]([NH2:14])[CH3:13])[CH:9]=[CH:10][CH:11]=1)([CH3:5])([CH3:4])[CH3:3].[Cl:15][C:16]1[CH:36]=[CH:35][C:19]([CH2:20][N:21]2[C:29]3[C:24](=[CH:25][C:26]([C:30](O)=[O:31])=[CH:27][CH:28]=3)[C:23]([CH3:33])=[C:22]2[CH3:34])=[CH:18][C:17]=1[O:37][C@@H:38]([CH3:43])[C:39]([O:41][CH3:42])=[O:40]. (6) Given the product [Cl:1][C:2]1[CH:3]=[CH:4][C:5]([O:8][C:9](=[O:27])[N:10]([C@H:12]2[CH2:13][CH2:14][C@H:15]([CH2:18][CH2:19][CH2:20][N:21]([CH2:25][CH3:26])[CH2:22][CH2:23][OH:24])[CH2:16][CH2:17]2)[CH3:11])=[CH:6][CH:7]=1, predict the reactants needed to synthesize it. The reactants are: [Cl:1][C:2]1[CH:7]=[CH:6][C:5]([O:8][C:9](=[O:27])[N:10]([C@H:12]2[CH2:17][CH2:16][C@H:15]([C:18]#[C:19][CH2:20][N:21]([CH2:25][CH3:26])[CH2:22][CH2:23][OH:24])[CH2:14][CH2:13]2)[CH3:11])=[CH:4][CH:3]=1. (7) Given the product [C:19]1([C@H:24]([NH:26][C:8]2[C:7]3[C:12](=[CH:13][CH:14]=[C:5]([OH:4])[CH:6]=3)[N:11]=[CH:10][N:9]=2)[CH3:25])[CH:20]=[CH:21][CH:22]=[CH:17][CH:18]=1.[C:1]([O:4][C:5]1[CH:6]=[C:7]2[C:12](=[CH:13][CH:14]=1)[N:11]=[CH:10][N:9]=[C:8]2[NH:26][C@@H:24]([C:19]1[CH:20]=[CH:21][CH:22]=[CH:17][CH:18]=1)[CH3:25])(=[O:3])[CH3:2], predict the reactants needed to synthesize it. The reactants are: [C:1]([O:4][C:5]1[CH:6]=[C:7]2[C:12](=[CH:13][CH:14]=1)[N:11]=[CH:10][N:9]=[C:8]2Cl)(=[O:3])[CH3:2].Cl[C:17]1[CH:18]=[C:19]([C@H:24]([NH2:26])[CH3:25])[CH:20]=[CH:21][C:22]=1F. (8) The reactants are: [C:1]1([C:7]([NH2:20])([C:14]2[CH:19]=[CH:18][CH:17]=[CH:16][CH:15]=2)[C:8]2[CH:13]=[CH:12][CH:11]=[CH:10][CH:9]=2)[CH:6]=[CH:5][CH:4]=[CH:3][CH:2]=1.I[CH2:22][CH3:23]. Given the product [C:1]1([C:7]([C:8]2[CH:13]=[CH:12][CH:11]=[CH:10][CH:9]=2)([C:14]2[CH:15]=[CH:16][CH:17]=[CH:18][CH:19]=2)[NH:20][CH2:22][CH3:23])[CH:6]=[CH:5][CH:4]=[CH:3][CH:2]=1, predict the reactants needed to synthesize it.